From a dataset of Catalyst prediction with 721,799 reactions and 888 catalyst types from USPTO. Predict which catalyst facilitates the given reaction. Reactant: [C:1]([C:3]1[CH:4]=[CH:5][C:6]([O:15][CH2:16][CH:17]2[CH2:19][O:18]2)=[C:7]([CH:14]=1)[C:8]([NH:10][CH:11]1[CH2:13][CH2:12]1)=[O:9])#[N:2].[C:20]1([NH:26][C:27]([N:29]2[CH2:36][CH:35]3[CH2:37][CH:31]([CH2:32][NH:33][CH2:34]3)[CH2:30]2)=[O:28])[CH:25]=[CH:24][CH:23]=[CH:22][CH:21]=1.O.ClCCl. Product: [C:1]([C:3]1[CH:4]=[CH:5][C:6]([O:15][CH2:16][CH:17]([OH:18])[CH2:19][N:33]2[CH2:34][CH:35]3[CH2:37][CH:31]([CH2:30][N:29]([C:27]([NH:26][C:20]4[CH:25]=[CH:24][CH:23]=[CH:22][CH:21]=4)=[O:28])[CH2:36]3)[CH2:32]2)=[C:7]([C:8]([NH:10][CH:11]2[CH2:13][CH2:12]2)=[O:9])[CH:14]=1)#[N:2]. The catalyst class is: 32.